From a dataset of Catalyst prediction with 721,799 reactions and 888 catalyst types from USPTO. Predict which catalyst facilitates the given reaction. (1) Reactant: C([O:8][C:9]1[C:18]2[CH:17]=[CH:16][CH:15]=[CH:14][C:13]=2[N:12]=[C:11]2[O:19][C@H:20]3[CH2:47][N:23]([C:24](=[O:46])[C@H:25]([CH:41]4[CH2:45][CH2:44][CH2:43][CH2:42]4)[NH:26][C:27](=[O:40])[O:28][C@:29]4([CH3:39])[CH2:38][CH2:37][CH2:36][C@H:30]4[CH2:31][CH2:32][CH:33]=[CH:34][CH2:35][C:10]=12)[C@H:22]([C:48]([OH:50])=[O:49])[CH2:21]3)C1C=CC=CC=1. Product: [CH:41]1([C@H:25]2[C:24](=[O:46])[N:23]3[CH2:47][C@@H:20]([CH2:21][C@H:22]3[C:48]([OH:50])=[O:49])[O:19][C:11]3=[N:12][C:13]4[CH:14]=[CH:15][CH:16]=[CH:17][C:18]=4[C:9]([OH:8])=[C:10]3[CH2:35][CH2:34][CH2:33][CH2:32][CH2:31][C@@H:30]3[CH2:36][CH2:37][CH2:38][C@@:29]3([CH3:39])[O:28][C:27](=[O:40])[NH:26]2)[CH2:42][CH2:43][CH2:44][CH2:45]1. The catalyst class is: 78. (2) The catalyst class is: 672. Product: [OH:19][C:20]1[CH:28]=[CH:27][CH:26]=[C:25]2[C:21]=1[CH:22]([CH3:29])[CH2:23][N:24]2[C:15](=[O:17])[CH2:14][C:9]1[NH:10][C:11](=[O:13])[CH:12]=[C:7]([N:1]2[CH2:2][CH2:3][O:4][CH2:5][CH2:6]2)[N:8]=1. Reactant: [N:1]1([C:7]2[N:8]=[C:9]([CH2:14][C:15]([O-:17])=O)[NH:10][C:11](=[O:13])[CH:12]=2)[CH2:6][CH2:5][O:4][CH2:3][CH2:2]1.[Na+].[OH:19][C:20]1[CH:28]=[CH:27][CH:26]=[C:25]2[C:21]=1[CH:22]([CH3:29])[CH2:23][NH:24]2.Cl.CN(C)CCCN=C=NCC. (3) Reactant: [OH:1][C@H:2]([C@H:10]1[O:15][CH2:14][CH2:13][NH:12][C:11]1=[O:16])[C:3]([O:5][C:6]([CH3:9])([CH3:8])[CH3:7])=[O:4].[H-].[Na+].[CH3:19][O:20][C:21]1[CH:28]=[CH:27][C:24]([CH2:25]Cl)=[CH:23][CH:22]=1. Product: [OH:1][C@H:2]([C@H:10]1[O:15][CH2:14][CH2:13][N:12]([CH2:25][C:24]2[CH:27]=[CH:28][C:21]([O:20][CH3:19])=[CH:22][CH:23]=2)[C:11]1=[O:16])[C:3]([O:5][C:6]([CH3:9])([CH3:7])[CH3:8])=[O:4]. The catalyst class is: 3. (4) Reactant: [NH2:1][CH2:2][C:3]1[C:11]2[S:10](=[O:13])(=[O:12])[N:9]=[C:8]([C:14]3[C:15](=[O:30])[N:16]([NH:25][CH2:26][CH:27]4[CH2:29][CH2:28]4)[C:17]4[C:22]([C:23]=3[OH:24])=[CH:21][CH:20]=[CH:19][CH:18]=4)[NH:7][C:6]=2[S:5][CH:4]=1.C(N(CC)CC)C.[C:38]1([S:44](Cl)(=[O:46])=[O:45])[CH:43]=[CH:42][CH:41]=[CH:40][CH:39]=1. Product: [CH:27]1([CH2:26][NH:25][N:16]2[C:17]3[C:22](=[CH:21][CH:20]=[CH:19][CH:18]=3)[C:23]([OH:24])=[C:14]([C:8]3[NH:7][C:6]4[S:5][CH:4]=[C:3]([CH2:2][NH:1][S:44]([C:38]5[CH:43]=[CH:42][CH:41]=[CH:40][CH:39]=5)(=[O:46])=[O:45])[C:11]=4[S:10](=[O:12])(=[O:13])[N:9]=3)[C:15]2=[O:30])[CH2:28][CH2:29]1. The catalyst class is: 9.